This data is from Full USPTO retrosynthesis dataset with 1.9M reactions from patents (1976-2016). The task is: Predict the reactants needed to synthesize the given product. (1) The reactants are: [NH:1]1[C:9]2[C:4](=[CH:5][CH:6]=[CH:7][CH:8]=2)[CH:3]=[CH:2]1.[CH:10](=[O:17])[C:11]1[CH:16]=[CH:15][N:14]=[CH:13][CH:12]=1.[OH-].[Na+]. Given the product [NH:1]1[C:9]2[C:4](=[CH:5][CH:6]=[CH:7][CH:8]=2)[C:3]([CH:10]([C:11]2[CH:16]=[CH:15][N:14]=[CH:13][CH:12]=2)[OH:17])=[CH:2]1, predict the reactants needed to synthesize it. (2) Given the product [CH2:33]([O:32][C:30]([N:27]([CH2:26][C:12]1[CH:11]=[C:10]([CH:15]=[CH:14][C:13]=1[C:16]1[CH:17]=[N:18][CH:19]=[C:20]([CH2:22][C:23]([OH:25])=[O:24])[CH:21]=1)[C:9]([OH:40])=[O:8])[CH2:28][CH3:29])=[O:31])[C:34]1[CH:35]=[CH:36][CH:37]=[CH:38][CH:39]=1, predict the reactants needed to synthesize it. The reactants are: C([O:8][C:9](=[O:40])[C:10]1[CH:15]=[CH:14][C:13]([C:16]2[CH:17]=[N:18][CH:19]=[C:20]([CH2:22][C:23]([OH:25])=[O:24])[CH:21]=2)=[C:12]([CH2:26][N:27]([C:30]([O:32][CH2:33][C:34]2[CH:39]=[CH:38][CH:37]=[CH:36][CH:35]=2)=[O:31])[CH2:28][CH3:29])[CH:11]=1)C1C=CC=CC=1.[Li+].[OH-]. (3) Given the product [Cl:1][C:2]1[N:7]=[C:6]([NH:8][CH2:9][CH2:10][CH2:11][O:12][C:15]2[CH:16]=[C:17]3[C:21](=[CH:22][CH:23]=2)[C@H:20]([CH2:24][C:25]([O:27][CH2:28][CH3:29])=[O:26])[CH2:19][CH2:18]3)[C:5]([CH3:13])=[CH:4][N:3]=1, predict the reactants needed to synthesize it. The reactants are: [Cl:1][C:2]1[N:7]=[C:6]([NH:8][CH2:9][CH2:10][CH2:11][OH:12])[C:5]([CH3:13])=[CH:4][N:3]=1.O[C:15]1[CH:16]=[C:17]2[C:21](=[CH:22][CH:23]=1)[C@H:20]([CH2:24][C:25]([O:27][CH2:28][CH3:29])=[O:26])[CH2:19][CH2:18]2.C1C=CC(P(C2C=CC=CC=2)C2C=CC=CC=2)=CC=1.C1CCN(C(N=NC(N2CCCCC2)=O)=O)CC1. (4) Given the product [Br:1][C:2]1[CH:3]=[C:4]([C@:9]23[CH2:17][C@H:16]([OH:18])[CH2:15][C@H:14]2[CH2:13][S:12][C:11]([NH:19][C:20](=[O:27])[C:21]2[CH:22]=[CH:23][CH:24]=[CH:25][CH:26]=2)=[N:10]3)[CH:5]=[CH:6][C:7]=1[F:8], predict the reactants needed to synthesize it. The reactants are: [Br:1][C:2]1[CH:3]=[C:4]([C:9]23[CH2:17][CH:16]([OH:18])[CH2:15][CH:14]2[CH2:13][S:12][C:11]([NH:19][C:20](=[O:27])[C:21]2[CH:26]=[CH:25][CH:24]=[CH:23][CH:22]=2)=[N:10]3)[CH:5]=[CH:6][C:7]=1[F:8].CO. (5) Given the product [CH:40]1[C:39]2[CH:38]([CH2:37][O:36][C:34]([NH:21][C@H:22]([C:31]([N:7]([CH2:6][C:4]3[C:3]4[CH:17]=[CH:18][CH:19]=[CH:20][C:2]=4[S:1][CH:5]=3)[C@@H:8]([CH3:16])[CH:9]([O:10][CH2:11][CH3:12])[O:13][CH2:14][CH3:15])=[O:32])[CH2:23][C:24]([O:25][C:26]([CH3:27])([CH3:29])[CH3:28])=[O:30])=[O:35])[C:50]3[C:45](=[CH:46][CH:47]=[CH:48][CH:49]=3)[C:44]=2[CH:43]=[CH:42][CH:41]=1, predict the reactants needed to synthesize it. The reactants are: [S:1]1[CH:5]=[C:4]([CH2:6][NH:7][C@@H:8]([CH3:16])[CH:9]([O:13][CH2:14][CH3:15])[O:10][CH2:11][CH3:12])[C:3]2[CH:17]=[CH:18][CH:19]=[CH:20][C:2]1=2.[NH:21]([C:34]([O:36][CH2:37][CH:38]1[C:50]2[C:45](=[CH:46][CH:47]=[CH:48][CH:49]=2)[C:44]2[C:39]1=[CH:40][CH:41]=[CH:42][CH:43]=2)=[O:35])[C@H:22]([C:31](O)=[O:32])[CH2:23][C:24](=[O:30])[O:25][C:26]([CH3:29])([CH3:28])[CH3:27].CN(C(ON1N=NC2C=CC=NC1=2)=[N+](C)C)C.F[P-](F)(F)(F)(F)F.CCN(C(C)C)C(C)C. (6) Given the product [CH2:1]([O:8][N:9]1[C:10](=[O:11])[C:12]2[CH:17]=[C:16]([F:18])[C:15]([Cl:19])=[N:14][C:13]=2[N:31]([C:28]2[CH:27]=[CH:26][C:25]([O:24][CH3:23])=[CH:30][CH:29]=2)[C:32]1=[O:33])[C:2]1[CH:7]=[CH:6][CH:5]=[CH:4][CH:3]=1, predict the reactants needed to synthesize it. The reactants are: [CH2:1]([O:8][NH:9][C:10]([C:12]1[C:13](Cl)=[N:14][C:15]([Cl:19])=[C:16]([F:18])[CH:17]=1)=[O:11])[C:2]1[CH:7]=[CH:6][CH:5]=[CH:4][CH:3]=1.[H-].[Na+].[CH3:23][O:24][C:25]1[CH:30]=[CH:29][C:28]([N:31]=[C:32]=[O:33])=[CH:27][CH:26]=1. (7) Given the product [CH:14]1([CH2:17][NH:13][CH2:12][CH2:11][C:7]2[C:6]3[C:10](=[C:2]([F:1])[CH:3]=[CH:4][CH:5]=3)[NH:9][CH:8]=2)[CH2:16][CH2:15]1, predict the reactants needed to synthesize it. The reactants are: [F:1][C:2]1[CH:3]=[CH:4][CH:5]=[C:6]2[C:10]=1[NH:9][CH:8]=[C:7]2[CH2:11][CH2:12][NH2:13].[CH:14]1([CH:17]=O)[CH2:16][CH2:15]1.